This data is from Peptide-MHC class I binding affinity with 185,985 pairs from IEDB/IMGT. The task is: Regression. Given a peptide amino acid sequence and an MHC pseudo amino acid sequence, predict their binding affinity value. This is MHC class I binding data. (1) The peptide sequence is AVDLYHFLK. The MHC is HLA-A23:01 with pseudo-sequence HLA-A23:01. The binding affinity (normalized) is 0. (2) The MHC is Mamu-B08 with pseudo-sequence Mamu-B08. The binding affinity (normalized) is 0.632. The peptide sequence is RRQRRRRW. (3) The peptide sequence is LRISSSFSF. The MHC is HLA-A23:01 with pseudo-sequence HLA-A23:01. The binding affinity (normalized) is 0.588. (4) The peptide sequence is FSFFMNENF. The MHC is HLA-A24:03 with pseudo-sequence HLA-A24:03. The binding affinity (normalized) is 0.0847.